This data is from Forward reaction prediction with 1.9M reactions from USPTO patents (1976-2016). The task is: Predict the product of the given reaction. (1) Given the reactants [CH3:1][O:2][C:3](=[O:13])[CH2:4][CH2:5][CH2:6][CH2:7][CH2:8][CH2:9][C:10]([OH:12])=O.[C:14]([NH:21][CH2:22][C:23]1[CH:29]=[CH:28][C:26]([NH2:27])=[CH:25][CH:24]=1)([O:16][C:17]([CH3:20])([CH3:19])[CH3:18])=[O:15], predict the reaction product. The product is: [C:17]([O:16][C:14]([NH:21][CH2:22][C:23]1[CH:29]=[CH:28][C:26]([NH:27][C:10](=[O:12])[CH2:9][CH2:8][CH2:7][CH2:6][CH2:5][CH2:4][C:3]([O:2][CH3:1])=[O:13])=[CH:25][CH:24]=1)=[O:15])([CH3:20])([CH3:18])[CH3:19]. (2) Given the reactants C[O:2][C:3](=[O:17])[C:4]1[CH:9]=[CH:8][CH:7]=[CH:6][C:5]=1[N:10]1[CH2:15][CH2:14][N:13]([CH3:16])[CH2:12][CH2:11]1.COC(=O)C1C=CC(N2CCCC2)=CC=1, predict the reaction product. The product is: [CH3:16][N:13]1[CH2:12][CH2:11][N:10]([C:5]2[CH:6]=[CH:7][CH:8]=[CH:9][C:4]=2[C:3]([OH:17])=[O:2])[CH2:15][CH2:14]1. (3) Given the reactants [CH3:1][C:2]1([CH3:28])[C:6]([CH3:8])([CH3:7])[O:5][B:4]([C:9]2[CH:18]=[CH:17][C:16]3[C:11](=[CH:12][CH:13]=[C:14](B4OC(C)(C)C(C)(C)O4)[CH:15]=3)[CH:10]=2)[O:3]1.BrC1C=[C:32]2[N:38]=[C:37]([C@@H:39]3[CH2:43][CH2:42][CH2:41][N:40]3[C:44]([O:46][C:47]([CH3:50])([CH3:49])[CH3:48])=[O:45])[N:36]([CH2:51][O:52][CH2:53][CH2:54][Si:55]([CH3:58])([CH3:57])[CH3:56])[C:33]2=[N:34][CH:35]=1.N1(C([O-])=O)CC[CH2:61][CH2:60]1.C(=O)([O-])[O-].[Cs+].[Cs+].C1(P(C2CCCCC2)C2C=CC=CC=2C2C(OC)=CC=CC=2OC)CCCCC1, predict the reaction product. The product is: [CH3:1][C:2]1([CH3:28])[C:6]([CH3:7])([CH3:8])[O:5][B:4]([C:9]2[CH:10]=[C:11]3[C:16](=[CH:17][CH:18]=2)[CH:15]=[C:14]([C:13]2[CH:12]=[C:32]4[N:38]=[C:37]([C@@H:39]5[CH2:43][CH2:42][CH2:41][N:40]5[C:44]([O:46][C:47]([CH3:50])([CH3:49])[CH3:48])=[O:45])[N:36]([CH2:51][O:52][CH2:53][CH2:54][Si:55]([CH3:58])([CH3:57])[CH3:56])[C:33]4=[N:34][CH:35]=2)[CH:61]=[CH:60]3)[O:3]1. (4) Given the reactants CN(C)C[CH2:4][CH:5]([N:12]1[CH:16]=[C:15]([NH2:17])[CH:14]=[N:13]1)[C:6]1[CH:11]=[CH:10]C=[CH:8][CH:7]=1.[N:19]1C=CC(C(O)C)=CC=1, predict the reaction product. The product is: [N:19]1[CH:10]=[CH:11][C:6]([CH:5]([N:12]2[CH:16]=[C:15]([NH2:17])[CH:14]=[N:13]2)[CH3:4])=[CH:7][CH:8]=1. (5) Given the reactants I[C:2]1[CH:7]=[C:6]([I:8])[N:5]=[CH:4][N:3]=1.[C:9]1([CH2:15][CH:16]([NH2:30])[C:17]2[N:21]([CH2:22][O:23][CH2:24][CH2:25][Si:26]([CH3:29])([CH3:28])[CH3:27])[N:20]=[N:19][N:18]=2)[CH:14]=[CH:13][CH:12]=[CH:11][CH:10]=1.C(O)C.C(N(CC)C(C)C)(C)C, predict the reaction product. The product is: [I:8][C:6]1[N:5]=[CH:4][N:3]=[C:2]([NH:30][CH:16]([C:17]2[N:21]([CH2:22][O:23][CH2:24][CH2:25][Si:26]([CH3:27])([CH3:29])[CH3:28])[N:20]=[N:19][N:18]=2)[CH2:15][C:9]2[CH:10]=[CH:11][CH:12]=[CH:13][CH:14]=2)[CH:7]=1. (6) Given the reactants [Br:1][C:2]1[CH:3]=[C:4]([CH2:9]O)[CH:5]=[C:6]([Cl:8])[CH:7]=1.P(Br)(Br)[Br:12], predict the reaction product. The product is: [Br:1][C:2]1[CH:7]=[C:6]([Cl:8])[CH:5]=[C:4]([CH2:9][Br:12])[CH:3]=1. (7) The product is: [Br:1][C:2]1[CH:3]=[N:4][C:5]2[C:10]([CH:11]=1)=[CH:9][C:8]([NH2:12])=[CH:7][C:6]=2[I:15]. Given the reactants [Br:1][C:2]1[CH:3]=[N:4][C:5]2[C:10]([CH:11]=1)=[CH:9][C:8]([N+:12]([O-])=O)=[CH:7][C:6]=2[I:15].Cl, predict the reaction product. (8) Given the reactants C([O:8][C:9]1[CH:10]=[C:11]([NH:24]C(=O)OCC2C=CC=CC=2)[CH:12]=[CH:13][C:14]=1[CH2:15][C:16]1[CH:21]=[CH:20][C:19]([CH2:22][CH3:23])=[CH:18][CH:17]=1)C1C=CC=CC=1, predict the reaction product. The product is: [NH2:24][C:11]1[CH:12]=[CH:13][C:14]([CH2:15][C:16]2[CH:17]=[CH:18][C:19]([CH2:22][CH3:23])=[CH:20][CH:21]=2)=[C:9]([OH:8])[CH:10]=1. (9) Given the reactants [CH3:1][O:2][C:3]1[CH:4]=[C:5]2[C:9](=[CH:10][CH:11]=1)[NH:8][CH:7]=[CH:6]2.C(O)(=O)C.C([BH3-])#N.[Na+].[CH:20](=O)[C:21]1[CH:26]=[CH:25][CH:24]=[CH:23][CH:22]=1, predict the reaction product. The product is: [CH3:1][O:2][C:3]1[CH:4]=[C:5]2[C:9](=[CH:10][CH:11]=1)[N:8]([CH2:20][C:21]1[CH:26]=[CH:25][CH:24]=[CH:23][CH:22]=1)[CH2:7][CH2:6]2.